From a dataset of Forward reaction prediction with 1.9M reactions from USPTO patents (1976-2016). Predict the product of the given reaction. (1) Given the reactants [Cl-].[Al+3].[Cl-].[Cl-].ClCCl.[Br:8][C:9]1[CH:10]=[CH:11][C:12]2[O:16][CH2:15][C:14]([CH3:18])([CH3:17])[C:13]=2[CH:19]=1.[C:20](Cl)(=[O:27])[C:21]1[CH:26]=[CH:25][CH:24]=[CH:23][CH:22]=1, predict the reaction product. The product is: [C:20]([C:11]1[C:12]2[O:16][CH2:15][C:14]([CH3:17])([CH3:18])[C:13]=2[CH:19]=[C:9]([Br:8])[CH:10]=1)(=[O:27])[C:21]1[CH:26]=[CH:25][CH:24]=[CH:23][CH:22]=1. (2) Given the reactants [N:1]1([CH2:7][CH2:8][CH2:9][O:10][C:11]2[CH:16]=[CH:15][C:14]([CH:17]3[CH2:22][CH2:21][N:20]([C:23]4[CH2:24][CH2:25][C:26]5[N:27]([C:29]([C:32]([F:35])([F:34])[F:33])=[N:30][N:31]=5)[N:28]=4)[CH2:19][CH2:18]3)=[CH:13][CH:12]=2)[CH2:6][CH2:5][NH:4][CH2:3][CH2:2]1.[C:36](O)(=[O:41])[CH2:37][CH2:38][CH2:39][CH3:40], predict the reaction product. The product is: [C:36]([N:4]1[CH2:3][CH2:2][N:1]([CH2:7][CH2:8][CH2:9][O:10][C:11]2[CH:12]=[CH:13][C:14]([CH:17]3[CH2:18][CH2:19][N:20]([C:23]4[CH2:24][CH2:25][C:26]5[N:27]([C:29]([C:32]([F:35])([F:34])[F:33])=[N:30][N:31]=5)[N:28]=4)[CH2:21][CH2:22]3)=[CH:15][CH:16]=2)[CH2:6][CH2:5]1)(=[O:41])[CH2:37][CH2:38][CH2:39][CH3:40]. (3) Given the reactants [CH3:1][O:2][C:3]1[CH:8]=[CH:7][CH:6]=[CH:5][C:4]=1[CH:9]1[C:18]2[C:13](=[CH:14][CH:15]=[CH:16][CH:17]=2)[CH2:12][CH2:11][NH:10]1.[CH3:19][C:20]1[CH:46]=[CH:45][C:23]([C:24]([O:26][C@@H:27]([C@H:31]([O:35][C:36](=[O:44])[C:37]2[CH:42]=[CH:41][C:40]([CH3:43])=[CH:39][CH:38]=2)[C:32]([OH:34])=[O:33])[C:28]([OH:30])=[O:29])=[O:25])=[CH:22][CH:21]=1, predict the reaction product. The product is: [CH3:19][C:20]1[CH:21]=[CH:22][C:23]([C:24]([O:26][C@@H:27]([C@H:31]([O:35][C:36](=[O:44])[C:37]2[CH:38]=[CH:39][C:40]([CH3:43])=[CH:41][CH:42]=2)[C:32]([OH:34])=[O:33])[C:28]([OH:30])=[O:29])=[O:25])=[CH:45][CH:46]=1.[CH3:1][O:2][C:3]1[CH:8]=[CH:7][CH:6]=[CH:5][C:4]=1[C@@H:9]1[C:18]2[C:13](=[CH:14][CH:15]=[CH:16][CH:17]=2)[CH2:12][CH2:11][NH:10]1.